This data is from Catalyst prediction with 721,799 reactions and 888 catalyst types from USPTO. The task is: Predict which catalyst facilitates the given reaction. (1) Reactant: Br[CH2:2][C:3]([C:5]12[CH2:14][CH:9]3[CH2:10][CH:11]([CH2:13][CH:7]([CH2:8]3)[CH2:6]1)[CH2:12]2)=[O:4].[Cl:15][C:16]1[CH:21]=[CH:20][C:19]([CH2:22][SH:23])=[CH:18][CH:17]=1. Product: [C:5]12([C:3](=[O:4])[CH2:2][S:23][CH2:22][C:19]3[CH:20]=[CH:21][C:16]([Cl:15])=[CH:17][CH:18]=3)[CH2:14][CH:9]3[CH2:10][CH:11]([CH2:13][CH:7]([CH2:8]3)[CH2:6]1)[CH2:12]2. The catalyst class is: 556. (2) Reactant: [CH3:1][N:2]([CH3:13])[CH2:3][C:4]1[C:12]2[C:7](=[N:8][CH:9]=[CH:10][CH:11]=2)[NH:6][CH:5]=1.[H-].[Na+].[C:16]([O:20][C:21](O[C:21]([O:20][C:16]([CH3:19])([CH3:18])[CH3:17])=[O:22])=[O:22])([CH3:19])([CH3:18])[CH3:17].O. Product: [C:16]([O:20][C:21]([N:6]1[C:7]2=[N:8][CH:9]=[CH:10][CH:11]=[C:12]2[C:4]([CH2:3][N:2]([CH3:13])[CH3:1])=[CH:5]1)=[O:22])([CH3:19])([CH3:18])[CH3:17]. The catalyst class is: 7. (3) Reactant: Cl.CNC.[CH2:5]([N:7]([CH2:10]C)[CH2:8][CH3:9])C.[OH:12][C:13]12[C:24]3[C:19](=CC(F)=[CH:22][CH:23]=3)[C:18](=[O:26])[C:17]1([OH:27])[C:16]1[CH:28]=[CH:29][C:30]([CH:32]([CH3:34])[CH3:33])=[CH:31][C:15]=1[O:14]2. Product: [CH3:10][N:7]([CH3:5])[C:8]1[CH:9]=[C:19]2[C:24](=[CH:23][CH:22]=1)[C:13]1([OH:12])[O:14][C:15]3[CH:31]=[C:30]([CH:32]([CH3:34])[CH3:33])[CH:29]=[CH:28][C:16]=3[C:17]1([OH:27])[C:18]2=[O:26]. The catalyst class is: 9. (4) Reactant: [Cl:1][C:2]1[CH:7]=[CH:6][C:5]([N:8]=O)=[CH:4][CH:3]=1.[F:10][C:11]1[C:16]([F:17])=[CH:15][C:14]([NH2:18])=[C:13]([I:19])[CH:12]=1.CCOC(C)=O. Product: [Cl:1][C:2]1[CH:7]=[CH:6][C:5]([N:8]=[N:18][C:14]2[CH:15]=[C:16]([F:17])[C:11]([F:10])=[CH:12][C:13]=2[I:19])=[CH:4][CH:3]=1. The catalyst class is: 15. (5) Reactant: [CH2:1]([O:3][C:4]([C:6]1[CH2:11][CH2:10][C:9]([S:12][CH2:13][CH2:14][C:15]([OH:17])=O)=[CH:8][C:7]=1[CH3:18])=[O:5])[CH3:2].CS(O)(=O)=O.FC(F)(F)C(OC(=O)C(F)(F)F)=O. Product: [CH3:18][C:7]1[C:8]2[C:15](=[O:17])[CH2:14][CH2:13][S:12][C:9]=2[CH2:10][CH2:11][C:6]=1[C:4]([O:3][CH2:1][CH3:2])=[O:5]. The catalyst class is: 11. (6) Reactant: [CH3:1][O:2][C:3]1[C:8]([N+:9]([O-])=O)=[CH:7][C:6]([O:12][CH3:13])=[CH:5][C:4]=1[C:14]1[CH:19]=[CH:18][CH:17]=[CH:16][CH:15]=1. Product: [CH3:1][O:2][C:3]1[C:8]([NH2:9])=[CH:7][C:6]([O:12][CH3:13])=[CH:5][C:4]=1[C:14]1[CH:19]=[CH:18][CH:17]=[CH:16][CH:15]=1. The catalyst class is: 99. (7) Reactant: [CH2:1]([O:8][C:9]1[C:13]([CH2:14][C:15]([OH:17])=[O:16])=[CH:12][N:11]([C:18]2[CH:23]=[CH:22][CH:21]=[CH:20][CH:19]=2)[N:10]=1)[C:2]1[CH:7]=[CH:6][CH:5]=[CH:4][CH:3]=1.CI.[C:26](=O)([O-])[O-].[K+].[K+].CN(C)C=O. Product: [CH2:1]([O:8][C:9]1[C:13]([CH2:14][C:15]([O:17][CH3:26])=[O:16])=[CH:12][N:11]([C:18]2[CH:23]=[CH:22][CH:21]=[CH:20][CH:19]=2)[N:10]=1)[C:2]1[CH:3]=[CH:4][CH:5]=[CH:6][CH:7]=1. The catalyst class is: 6. (8) Reactant: [Cl:1][C:2]1[CH:21]=[CH:20][C:19]([CH:22]=O)=[CH:18][C:3]=1[C:4]([NH:6][CH2:7][C:8]12[CH2:17][CH:12]3[CH2:13][CH:14]([CH2:16][CH:10]([CH2:11]3)[CH2:9]1)[CH2:15]2)=[O:5].[CH:24]([NH:27][CH2:28][CH2:29][CH2:30][NH2:31])([CH3:26])[CH3:25].C1(C)C=CC(S(O)(=O)=O)=CC=1. Product: [Cl:1][C:2]1[CH:21]=[CH:20][C:19]([CH2:22][NH:31][CH2:30][CH2:29][CH2:28][NH:27][CH:24]([CH3:26])[CH3:25])=[CH:18][C:3]=1[C:4]([NH:6][CH2:7][C:8]12[CH2:17][CH:12]3[CH2:11][CH:10]([CH2:16][CH:14]([CH2:13]3)[CH2:15]1)[CH2:9]2)=[O:5]. The catalyst class is: 11.